From a dataset of TCR-epitope binding with 47,182 pairs between 192 epitopes and 23,139 TCRs. Binary Classification. Given a T-cell receptor sequence (or CDR3 region) and an epitope sequence, predict whether binding occurs between them. (1) The epitope is GTSGSPIVNR. The TCR CDR3 sequence is CASSQGPDSPLHF. Result: 1 (the TCR binds to the epitope). (2) The epitope is KLWAQCVQL. The TCR CDR3 sequence is CASRSGTSSLDTQYF. Result: 1 (the TCR binds to the epitope). (3) The epitope is GLIYNRMGAVTTEV. The TCR CDR3 sequence is CASSYSLGGPNIQYF. Result: 0 (the TCR does not bind to the epitope). (4) The epitope is AVFDRKSDAK. The TCR CDR3 sequence is CASRVSGGEEQYF. Result: 1 (the TCR binds to the epitope). (5) The epitope is KAFSPEVIPMF. The TCR CDR3 sequence is CASSLGDRAFRNIQYF. Result: 1 (the TCR binds to the epitope).